From a dataset of Catalyst prediction with 721,799 reactions and 888 catalyst types from USPTO. Predict which catalyst facilitates the given reaction. (1) Reactant: Br[C:2]1[C:3]([N:22]2[CH2:27][CH2:26][CH2:25][CH:24]([OH:28])[CH2:23]2)=[N:4][CH:5]=[C:6]([CH:21]=1)[C:7]([NH:9][C:10]1[CH:15]=[CH:14][C:13]([O:16][C:17]([F:20])([F:19])[F:18])=[CH:12][CH:11]=1)=[O:8].[N:29]1[CH:34]=[C:33](B(O)O)[CH:32]=[N:31][CH:30]=1.CC(C1C=C(C(C)C)C(C2C=CC=CC=2P(C2CCCCC2)C2CCCCC2)=C(C(C)C)C=1)C.[O-]P([O-])([O-])=O.[K+].[K+].[K+]. Product: [OH:28][CH:24]1[CH2:25][CH2:26][CH2:27][N:22]([C:3]2[C:2]([C:33]3[CH:34]=[N:29][CH:30]=[N:31][CH:32]=3)=[CH:21][C:6]([C:7]([NH:9][C:10]3[CH:15]=[CH:14][C:13]([O:16][C:17]([F:20])([F:19])[F:18])=[CH:12][CH:11]=3)=[O:8])=[CH:5][N:4]=2)[CH2:23]1. The catalyst class is: 110. (2) Reactant: [OH:1][C:2]1[CH:9]=[CH:8][CH:7]=[CH:6][C:3]=1[CH:4]=O.[OH-:10].[NH4+:11].Cl.C(N(CC)CC)C.CCOC(C)=O. Product: [OH:1][C:2]1[CH:9]=[CH:8][CH:7]=[CH:6][C:3]=1/[CH:4]=[N:11]/[OH:10]. The catalyst class is: 8. (3) Reactant: N[C:2]1[CH:3]=[C:4]([C:11]2[C:19]3[NH:18][C:17](=[O:20])[NH:16][C:15]=3[CH:14]=[C:13]([C:21]3[C:22]([CH3:27])=[N:23][O:24][C:25]=3[CH3:26])[CH:12]=2)[C:5]([CH:8]2[CH2:10][CH2:9]2)=[N:6][CH:7]=1.Cl.N([O-])=O.[Na+].C([O-])(O)=O.[Na+].[Cu][C:39]#[N:40].[C-]#N.[Na+]. Product: [CH:8]1([C:5]2[C:4]([C:11]3[C:19]4[NH:18][C:17](=[O:20])[NH:16][C:15]=4[CH:14]=[C:13]([C:21]4[C:22]([CH3:27])=[N:23][O:24][C:25]=4[CH3:26])[CH:12]=3)=[CH:3][C:2]([C:39]#[N:40])=[CH:7][N:6]=2)[CH2:10][CH2:9]1. The catalyst class is: 6. (4) Reactant: [CH3:1][N:2]1[CH:15]([CH3:16])[CH2:14][C:5]2[NH:6][C:7]3[CH:8]=[CH:9][C:10]([CH3:13])=[CH:11][C:12]=3[C:4]=2[CH2:3]1.[H-].[Na+].[CH3:19][C:20]1([C:23]2[CH:24]=[N:25][CH:26]=[CH:27][CH:28]=2)[CH2:22][O:21]1. Product: [N:25]1[CH:26]=[CH:27][CH:28]=[C:23]([C:20]([OH:21])([CH3:22])[CH2:19][N:6]2[C:7]3[CH:8]=[CH:9][C:10]([CH3:13])=[CH:11][C:12]=3[C:4]3[CH2:3][N:2]([CH3:1])[CH:15]([CH3:16])[CH2:14][C:5]2=3)[CH:24]=1. The catalyst class is: 3. (5) Reactant: Br[C:2]1[C:6]2[CH:7]=[CH:8][CH:9]=[CH:10][C:5]=2[S:4][C:3]=1[CH2:11][N:12]([CH:25]1[CH2:27][CH2:26]1)[C:13]([C:15]1[C:16]([CH:22]([F:24])[F:23])=[N:17][N:18]([CH3:21])[C:19]=1[F:20])=[O:14].C(=O)([O-])[O-].[Na+].[Na+].CC1(C)C(C)(C)OB([C:42]2[C:46]3[CH:47]=[CH:48][CH:49]=[CH:50][C:45]=3[O:44][CH:43]=2)O1.ClCCl. Product: [O:44]1[C:45]2[CH:50]=[CH:49][CH:48]=[CH:47][C:46]=2[C:42]([C:2]2[C:6]3[CH:7]=[CH:8][CH:9]=[CH:10][C:5]=3[S:4][C:3]=2[CH2:11][N:12]([CH:25]2[CH2:27][CH2:26]2)[C:13]([C:15]2[C:16]([CH:22]([F:24])[F:23])=[N:17][N:18]([CH3:21])[C:19]=2[F:20])=[O:14])=[CH:43]1. The catalyst class is: 108. (6) Reactant: [CH2:1]([C:3]1[N:4]([C:28]2[CH:33]=[CH:32][C:31]([OH:34])=[CH:30][CH:29]=2)[C:5](=[O:27])[C:6]([CH2:12][C:13]2[CH:18]=[CH:17][C:16]([C:19]3[C:20]([C:25]#[N:26])=[CH:21][CH:22]=[CH:23][CH:24]=3)=[CH:15][CH:14]=2)=[C:7]([CH2:9][CH2:10][CH3:11])[N:8]=1)[CH3:2].[Si](O[CH:43]1[CH2:48][CH2:47][CH:46]([OH:49])[CH2:45][CH2:44]1)(C(C)(C)C)(C)C.C1(P(C2C=CC=CC=2)C2C=CC=CC=2)C=CC=CC=1.[N:70]([C:71]([O:73]C(C)C)=[O:72])=[N:70][C:71]([O:73]C(C)C)=[O:72]. Product: [CH2:1]([C:3]1[N:4]([C:28]2[CH:33]=[CH:32][C:31]([O:34][C@H:43]3[CH2:44][CH2:45][C@@H:46]([OH:49])[CH2:47][CH2:48]3)=[CH:30][CH:29]=2)[C:5](=[O:27])[C:6]([CH2:12][C:13]2[CH:18]=[CH:17][C:16]([C:19]3[CH:24]=[CH:23][CH:22]=[CH:21][C:20]=3[C:25]3[NH:70][C:71](=[O:72])[O:73][N:26]=3)=[CH:15][CH:14]=2)=[C:7]([CH2:9][CH2:10][CH3:11])[N:8]=1)[CH3:2]. The catalyst class is: 30.